This data is from Full USPTO retrosynthesis dataset with 1.9M reactions from patents (1976-2016). The task is: Predict the reactants needed to synthesize the given product. (1) Given the product [CH3:11][C:12]1[CH:13]=[CH:14][C:15]([NH:18][C:19](=[O:31])[CH:20]=[CH:21][S:8][C:4]2[CH:5]=[CH:6][CH:7]=[C:2]([CH3:1])[CH:3]=2)=[CH:16][CH:17]=1, predict the reactants needed to synthesize it. The reactants are: [CH3:1][C:2]1[CH:3]=[C:4]([SH:8])[CH:5]=[CH:6][CH:7]=1.[H-].[Na+].[CH3:11][C:12]1[CH:17]=[CH:16][C:15]([NH:18][C:19](=[O:31])[CH:20]=[CH:21]S(C2C=CC=CC=2)(=O)=O)=[CH:14][CH:13]=1.[OH-].[Na+]. (2) Given the product [F:16][C:17]([F:31])([F:32])[C:18]1[CH:19]=[C:20](/[C:28](=[CH:12]/[C:11]2[CH:10]=[CH:9][C:8]([OH:7])=[CH:15][CH:14]=2)/[C:29]#[N:30])[CH:21]=[C:22]([C:24]([F:25])([F:26])[F:27])[CH:23]=1, predict the reactants needed to synthesize it. The reactants are: COCCOC[O:7][C:8]1[CH:15]=[CH:14][C:11]([CH:12]=O)=[CH:10][CH:9]=1.[F:16][C:17]([F:32])([F:31])[C:18]1[CH:19]=[C:20]([CH2:28][C:29]#[N:30])[CH:21]=[C:22]([C:24]([F:27])([F:26])[F:25])[CH:23]=1. (3) Given the product [NH2:1][C:2]1[C:7]([F:8])=[C:6]([C:9]2[CH:14]=[CH:13][C:12]([N+:15]([O-:17])=[O:16])=[CH:11][CH:10]=2)[N:5]=[C:4]([C:18]([OH:20])=[O:19])[C:3]=1[Cl:22], predict the reactants needed to synthesize it. The reactants are: [NH2:1][C:2]1[C:7]([F:8])=[C:6]([C:9]2[CH:14]=[CH:13][C:12]([N+:15]([O-:17])=[O:16])=[CH:11][CH:10]=2)[N:5]=[C:4]([C:18]([O:20]C)=[O:19])[C:3]=1[Cl:22].[OH-].[Na+]. (4) Given the product [C:1]([C:4]1[C:22](=[O:23])[C@@:8]2([CH3:24])[C:9]3[C:15]([OH:16])=[CH:14][C:13]([O:17][CH3:18])=[C:12]([C:19]([NH:21][CH2:38][C:28]4[C:29]5[C:34](=[CH:33][CH:32]=[CH:31][CH:30]=5)[CH:35]=[C:36]([CH3:37])[C:27]=4[CH3:26])=[O:20])[C:10]=3[O:11][C:7]2=[CH:6][C:5]=1[OH:25])(=[O:3])[CH3:2], predict the reactants needed to synthesize it. The reactants are: [C:1]([C:4]1[C:22](=[O:23])[C@@:8]2([CH3:24])[C:9]3[C:15]([OH:16])=[CH:14][C:13]([O:17][CH3:18])=[C:12]([C:19]([NH2:21])=[O:20])[C:10]=3[O:11][C:7]2=[CH:6][C:5]=1[OH:25])(=[O:3])[CH3:2].[CH3:26][C:27]1[C:36]([CH3:37])=[CH:35][C:34]2[C:29](=[CH:30][CH:31]=[CH:32][CH:33]=2)[C:28]=1[CH:38]=O.C([SiH](CC)CC)C.FC(F)(F)C(O)=O.